Dataset: Reaction yield outcomes from USPTO patents with 853,638 reactions. Task: Predict the reaction yield, written as a fraction of the theoretical maximum amount of product (1.0 means a 100% yield; for example, 0.34 means a 34% yield). (1) The reactants are [N:1]1([C:7]2[CH:12]=[CH:11][C:10]([NH:13][C:14](=[S:34])[NH:15][NH:16][C:17](=O)[C:18]3[CH:23]=[C:22]([Br:24])[C:21]([O:25][CH2:26][O:27][CH3:28])=[CH:20][C:19]=3[O:29][CH2:30][O:31][CH3:32])=[CH:9][CH:8]=2)[CH2:6][CH2:5][O:4][CH2:3][CH2:2]1.[OH-].[Na+]. No catalyst specified. The product is [Br:24][C:22]1[C:21]([O:25][CH2:26][O:27][CH3:28])=[CH:20][C:19]([O:29][CH2:30][O:31][CH3:32])=[C:18]([C:17]2[N:13]([C:10]3[CH:11]=[CH:12][C:7]([N:1]4[CH2:6][CH2:5][O:4][CH2:3][CH2:2]4)=[CH:8][CH:9]=3)[C:14](=[S:34])[NH:15][N:16]=2)[CH:23]=1. The yield is 0.356. (2) The reactants are [OH-].[Li+].[OH:3][C:4]1[C:5]([C:23]([O:25]C)=[O:24])=[N:6][C:7]([CH2:11][C:12]2([C:17]3[CH:22]=[CH:21][CH:20]=[CH:19][CH:18]=3)[CH2:16][CH2:15][CH2:14][CH2:13]2)=[N:8][C:9]=1[OH:10]. The catalyst is O.O1CCCC1. The product is [OH:3][C:4]1[C:9](=[O:10])[NH:8][C:7]([CH2:11][C:12]2([C:17]3[CH:22]=[CH:21][CH:20]=[CH:19][CH:18]=3)[CH2:13][CH2:14][CH2:15][CH2:16]2)=[N:6][C:5]=1[C:23]([OH:25])=[O:24]. The yield is 0.320. (3) The reactants are Br[C:2]1[CH:7]=[CH:6][C:5]([Br:8])=[CH:4][N:3]=1.C([Li])CCC.[O:14]1[CH2:19][CH2:18][C:17](=[O:20])[CH2:16][CH2:15]1. The catalyst is C1(C)C=CC=CC=1. The product is [Br:8][C:5]1[CH:6]=[CH:7][C:2]([C:17]2([OH:20])[CH2:18][CH2:19][O:14][CH2:15][CH2:16]2)=[N:3][CH:4]=1. The yield is 0.323. (4) The reactants are [CH:1]1([C:7]2[C:8]3[CH:9]=[CH:10][C:11]([C:39](O)=[O:40])=[CH:12][C:13]=3[N:14]3[CH2:20][C:19]([C:21]([N:23]4[CH2:28][CH2:27][CH:26]([N:29]5[CH2:34][CH2:33][O:32][CH2:31][CH2:30]5)[CH2:25][CH2:24]4)=[O:22])=[CH:18][C:17]4[CH:35]=[CH:36][CH:37]=[CH:38][C:16]=4[C:15]=23)[CH2:6][CH2:5][CH2:4][CH2:3][CH2:2]1.C(N(CC)C(C)C)(C)C.Cl.CN(C)CCCN=C=NCC.ON1C2C=CC=CC=2N=N1.[CH2:73]([NH2:79])[C@H:74]1[O:78][CH2:77][CH2:76][CH2:75]1. The catalyst is C(Cl)Cl.CCOCC. The product is [CH:1]1([C:7]2[C:8]3[CH:9]=[CH:10][C:11]([C:39]([NH:79][CH2:73][C@H:74]4[CH2:75][CH2:76][CH2:77][O:78]4)=[O:40])=[CH:12][C:13]=3[N:14]3[CH2:20][C:19]([C:21]([N:23]4[CH2:24][CH2:25][CH:26]([N:29]5[CH2:30][CH2:31][O:32][CH2:33][CH2:34]5)[CH2:27][CH2:28]4)=[O:22])=[CH:18][C:17]4[CH:35]=[CH:36][CH:37]=[CH:38][C:16]=4[C:15]=23)[CH2:6][CH2:5][CH2:4][CH2:3][CH2:2]1. The yield is 0.720. (5) The reactants are C(OC([N:11]1[CH2:19][CH2:18][C:13]2([O:17][CH2:16][CH2:15][O:14]2)[CH2:12]1)=O)C1C=CC=CC=1. The catalyst is CCO.[Pd]. The product is [O:14]1[C:13]2([CH2:18][CH2:19][NH:11][CH2:12]2)[O:17][CH2:16][CH2:15]1. The yield is 1.00. (6) The reactants are [Cl:1][C:2]1[CH:7]=[C:6]([NH2:8])[C:5](I)=[CH:4][N:3]=1.[C:10]1([SH:16])[CH:15]=[CH:14][CH:13]=[CH:12][CH:11]=1.C(O)CO.C(=O)([O-])[O-].[K+].[K+]. The catalyst is [Cu]I.C(O)(C)C. The product is [Cl:1][C:2]1[C:7]([S:16][C:10]2[CH:15]=[CH:14][CH:13]=[CH:12][CH:11]=2)=[C:6]([NH2:8])[CH:5]=[CH:4][N:3]=1. The yield is 0.970.